Predict the reaction yield, written as a fraction of the theoretical maximum amount of product (1.0 means a 100% yield; for example, 0.34 means a 34% yield). From a dataset of Reaction yield outcomes from USPTO patents with 853,638 reactions. The reactants are [NH2:1][C:2]1[C:7]([C:8]2[N:17]([C:18]3[CH:23]=[CH:22][C:21]([C:24]4([NH:28][C:29](=[O:35])[O:30][C:31]([CH3:34])([CH3:33])[CH3:32])[CH2:27][CH2:26][CH2:25]4)=[CH:20][CH:19]=3)[C:11]3=[N:12][C:13](Cl)=[CH:14][CH:15]=[C:10]3[N:9]=2)=[CH:6][CH:5]=[CH:4][N:3]=1.CC1(C)C(C)(C)OB([C:44]2[CH:45]=[C:46]([NH:50][C:51]([CH:53]3[CH2:58][O:57][CH2:56][CH2:55][O:54]3)=[O:52])[CH:47]=[CH:48][CH:49]=2)O1.P([O-])([O-])([O-])=O.[K+].[K+].[K+]. The catalyst is O1CCOCC1.O. The product is [NH2:1][C:2]1[C:7]([C:8]2[N:17]([C:18]3[CH:23]=[CH:22][C:21]([C:24]4([NH:28][C:29](=[O:35])[O:30][C:31]([CH3:34])([CH3:33])[CH3:32])[CH2:27][CH2:26][CH2:25]4)=[CH:20][CH:19]=3)[C:11]3=[N:12][C:13]([C:44]4[CH:49]=[CH:48][CH:47]=[C:46]([NH:50][C:51]([CH:53]5[CH2:58][O:57][CH2:56][CH2:55][O:54]5)=[O:52])[CH:45]=4)=[CH:14][CH:15]=[C:10]3[N:9]=2)=[CH:6][CH:5]=[CH:4][N:3]=1. The yield is 0.660.